This data is from Catalyst prediction with 721,799 reactions and 888 catalyst types from USPTO. The task is: Predict which catalyst facilitates the given reaction. (1) Reactant: [CH2:1]([C:3]1[CH:4]=[C:5]([NH:23]C(=O)C)[CH:6]=[N:7][C:8]=1[S:9](=[O:22])(=[O:21])[NH:10][C:11]1[CH:12]=[CH:13][C:14]2[CH2:18][O:17][B:16]([OH:19])[C:15]=2[CH:20]=1)[CH3:2]. Product: [NH2:23][C:5]1[CH:4]=[C:3]([CH2:1][CH3:2])[C:8]([S:9]([NH:10][C:11]2[CH:12]=[CH:13][C:14]3[CH2:18][O:17][B:16]([OH:19])[C:15]=3[CH:20]=2)(=[O:21])=[O:22])=[N:7][CH:6]=1. The catalyst class is: 632. (2) Reactant: [C:1]1([C@:7]2([CH2:19][NH:20][C:21](=[O:27])[O:22][C:23]([CH3:26])([CH3:25])[CH3:24])[CH2:9][C@H:8]2[CH2:10][O:11][CH2:12][C:13]2[CH:18]=[CH:17][CH:16]=[CH:15][CH:14]=2)[CH:6]=[CH:5][CH:4]=[CH:3][CH:2]=1.CI.[CH3:30][Si]([N-][Si](C)(C)C)(C)C.[Na+]. Product: [CH3:30][N:20]([CH2:19][C@@:7]1([C:1]2[CH:6]=[CH:5][CH:4]=[CH:3][CH:2]=2)[CH2:9][C@H:8]1[CH2:10][O:11][CH2:12][C:13]1[CH:14]=[CH:15][CH:16]=[CH:17][CH:18]=1)[C:21](=[O:27])[O:22][C:23]([CH3:24])([CH3:26])[CH3:25]. The catalyst class is: 1. (3) Reactant: [C:1]([NH:9][C:10]1[CH:15]=[CH:14][C:13]([NH:16][C:17]2[CH:26]=[CH:25][N:24]=[C:23]3[C:18]=2[C:19]2[C:20](=[C:28]([C:32]([OH:34])=O)[CH:29]=[CH:30][CH:31]=2)[C:21](=[O:27])[NH:22]3)=[CH:12][CH:11]=1)(=[O:8])[C:2]1[CH:7]=[CH:6][CH:5]=[CH:4][CH:3]=1.[CH:35]1[N:39]=[CH:38][N:37]([C:40](N2C=NC=C2)=O)[CH:36]=1.CN(C)CCN. Product: [CH3:38][N:37]([CH3:40])[CH2:36][CH2:35][NH:39][C:32]([C:28]1[CH:29]=[CH:30][CH:31]=[C:19]2[C:18]3[C:23](=[N:24][CH:25]=[CH:26][C:17]=3[NH:16][C:13]3[CH:12]=[CH:11][C:10]([NH:9][C:1](=[O:8])[C:2]4[CH:7]=[CH:6][CH:5]=[CH:4][CH:3]=4)=[CH:15][CH:14]=3)[NH:22][C:21](=[O:27])[C:20]=12)=[O:34]. The catalyst class is: 18.